This data is from Peptide-MHC class II binding affinity with 134,281 pairs from IEDB. The task is: Regression. Given a peptide amino acid sequence and an MHC pseudo amino acid sequence, predict their binding affinity value. This is MHC class II binding data. (1) The peptide sequence is GVGPIGPPGERGAPGNR. The MHC is HLA-DQA10302-DQB10401 with pseudo-sequence HLA-DQA10303-DQB10402. The binding affinity (normalized) is 0. (2) The peptide sequence is DGYFLKIKVTAASPM. The MHC is DRB1_1101 with pseudo-sequence DRB1_1101. The binding affinity (normalized) is 0.775. (3) The peptide sequence is RSKFLLMDALKLSIED. The MHC is DRB1_0901 with pseudo-sequence DRB1_0901. The binding affinity (normalized) is 0.750. (4) The peptide sequence is FYHKDLIDKIREELI. The MHC is DRB1_0101 with pseudo-sequence DRB1_0101. The binding affinity (normalized) is 0.350. (5) The peptide sequence is NGRLITANPVVTKKE. The MHC is DRB1_0701 with pseudo-sequence DRB1_0701. The binding affinity (normalized) is 0.611. (6) The peptide sequence is VEDEARRMWASAQNI. The MHC is HLA-DQA10101-DQB10501 with pseudo-sequence HLA-DQA10101-DQB10501. The binding affinity (normalized) is 0.549. (7) The peptide sequence is KTGQALVVGIYDEPM. The MHC is DRB1_0101 with pseudo-sequence DRB1_0101. The binding affinity (normalized) is 0.406.